This data is from Catalyst prediction with 721,799 reactions and 888 catalyst types from USPTO. The task is: Predict which catalyst facilitates the given reaction. Reactant: [Cl:1][C:2]1[N:3]=[CH:4][C:5]([C:8]([O:10]C)=[O:9])=[N:6][CH:7]=1.C(=O)([O-])[O-].[K+].[K+]. Product: [Cl:1][C:2]1[N:3]=[CH:4][C:5]([C:8]([OH:10])=[O:9])=[N:6][CH:7]=1. The catalyst class is: 24.